Dataset: Full USPTO retrosynthesis dataset with 1.9M reactions from patents (1976-2016). Task: Predict the reactants needed to synthesize the given product. (1) Given the product [F:16][C:17]1[CH:18]=[CH:19][C:20]([C:23]2[N:28]3[N:29]=[C:30]([NH:32][C:5]4[CH:6]=[CH:7][C:8]([N:9]5[CH:13]=[C:12]([CH3:14])[N:11]=[CH:10]5)=[C:3]([O:2][CH3:1])[CH:4]=4)[N:31]=[C:27]3[C:26]([O:33][CH3:34])=[CH:25][CH:24]=2)=[CH:21][CH:22]=1, predict the reactants needed to synthesize it. The reactants are: [CH3:1][O:2][C:3]1[CH:4]=[C:5](Br)[CH:6]=[CH:7][C:8]=1[N:9]1[CH:13]=[C:12]([CH3:14])[N:11]=[CH:10]1.[F:16][C:17]1[CH:22]=[CH:21][C:20]([C:23]2[N:28]3[N:29]=[C:30]([NH2:32])[N:31]=[C:27]3[C:26]([O:33][CH3:34])=[CH:25][CH:24]=2)=[CH:19][CH:18]=1. (2) Given the product [O:4]1[C:5]2([CH2:9][CH2:8][CH:7]([CH2:10][CH:11]([C:22]3[NH:30][C:25]4=[N:26][CH:27]=[CH:28][CH:29]=[C:24]4[CH:23]=3)[C:12]3[CH:17]=[CH:16][C:15]([S:18]([CH3:21])(=[O:20])=[O:19])=[CH:14][CH:13]=3)[CH2:6]2)[O:1][CH2:2][CH2:3]1, predict the reactants needed to synthesize it. The reactants are: [O:1]1[C:5]2([CH2:9][CH2:8][CH:7](/[CH:10]=[C:11](\[C:22]3[NH:30][C:25]4=[N:26][CH:27]=[CH:28][CH:29]=[C:24]4[CH:23]=3)/[C:12]3[CH:17]=[CH:16][C:15]([S:18]([CH3:21])(=[O:20])=[O:19])=[CH:14][CH:13]=3)[CH2:6]2)[O:4][CH2:3][CH2:2]1. (3) Given the product [N+:45]([C:42]1[CH:41]=[CH:40][C:39]([O:38][C:36](=[O:37])[NH:1][C:2]2[CH:27]=[C:26]([Cl:28])[CH:25]=[CH:24][C:3]=2[O:4][CH2:5][C:6]([N:8]2[CH2:13][C@H:12]([CH3:14])[N:11]([CH2:15][C:16]3[CH:17]=[CH:18][C:19]([F:22])=[CH:20][CH:21]=3)[CH2:10][C@H:9]2[CH3:23])=[O:7])=[CH:44][CH:43]=1)([O-:47])=[O:46], predict the reactants needed to synthesize it. The reactants are: [NH2:1][C:2]1[CH:27]=[C:26]([Cl:28])[CH:25]=[CH:24][C:3]=1[O:4][CH2:5][C:6]([N:8]1[CH2:13][C@H:12]([CH3:14])[N:11]([CH2:15][C:16]2[CH:21]=[CH:20][C:19]([F:22])=[CH:18][CH:17]=2)[CH2:10][C@H:9]1[CH3:23])=[O:7].N1C=CC=CC=1.Cl[C:36]([O:38][C:39]1[CH:44]=[CH:43][C:42]([N+:45]([O-:47])=[O:46])=[CH:41][CH:40]=1)=[O:37]. (4) Given the product [CH3:35][C:36]([O:31][C:30]([NH:29][C@@H:33]([CH2:34][CH2:35][C:36]1[CH:37]=[CH:38][CH:39]=[CH:40][CH:41]=1)/[CH:42]=[CH:4]/[C:3]([O:2][CH3:1])=[O:24])=[O:32])([CH3:41])[CH3:37], predict the reactants needed to synthesize it. The reactants are: [CH3:1][O:2][C:3](=[O:24])[CH:4]=P(C1C=CC=CC=1)(C1C=CC=CC=1)C1C=CC=CC=1.CC([N:29]([C@H:33]([CH:42]=O)[CH2:34][CH2:35][C:36]1[CH:41]=[CH:40][CH:39]=[CH:38][CH:37]=1)[C:30](=[O:32])[O-:31])(C)C. (5) Given the product [CH3:47][O:48][C:49](=[O:57])[C:50]1[CH:55]=[CH:54][C:53]([C:25]2[CH:30]=[CH:29][C:28]([CH:31]([CH3:45])[C:32]([OH:37])([C:38]3[CH:43]=[CH:42][N:41]=[C:40]([CH3:44])[CH:39]=3)[C:33]([F:36])([F:35])[F:34])=[C:27]([Cl:46])[CH:26]=2)=[N:52][CH:51]=1, predict the reactants needed to synthesize it. The reactants are: B1(B2OC(C)(C)C(C)(C)O2)OC(C)(C)C(C)(C)O1.C([O-])(=O)C.[K+].Br[C:25]1[CH:30]=[CH:29][C:28]([CH:31]([CH3:45])[C:32]([C:38]2[CH:43]=[CH:42][N:41]=[C:40]([CH3:44])[CH:39]=2)([OH:37])[C:33]([F:36])([F:35])[F:34])=[C:27]([Cl:46])[CH:26]=1.[CH3:47][O:48][C:49](=[O:57])[C:50]1[CH:55]=[CH:54][C:53](Cl)=[N:52][CH:51]=1.C([O-])([O-])=O.[Cs+].[Cs+]. (6) The reactants are: [CH3:1][O:2][CH:3]1[CH2:6][N:5]([C:7]2[CH:12]=[CH:11][C:10]([C@H:13]([C:25]3[CH:30]=[CH:29][CH:28]=[CH:27][C:26]=3[CH3:31])[CH2:14]/[C:15](/[C:18]3[CH:23]=[CH:22][N:21]=[C:20]([CH3:24])[CH:19]=3)=[N:16]\[OH:17])=[CH:9][CH:8]=2)[CH2:4]1.[ClH:32].C(=O)([O-])O.[Na+].[Cl-].[NH4+]. Given the product [Cl:32][CH2:4][CH:3]([O:2][CH3:1])[CH2:6][NH:5][C:7]1[CH:12]=[CH:11][C:10]([C@H:13]([C:25]2[CH:30]=[CH:29][CH:28]=[CH:27][C:26]=2[CH3:31])[CH2:14][C:15]([C:18]2[CH:23]=[CH:22][N:21]=[C:20]([CH3:24])[CH:19]=2)=[N:16][OH:17])=[CH:9][CH:8]=1, predict the reactants needed to synthesize it.